Dataset: Forward reaction prediction with 1.9M reactions from USPTO patents (1976-2016). Task: Predict the product of the given reaction. (1) Given the reactants [N:1]1([C:7]2[CH:8]=[CH:9][C:10]3[N:11]([C:13]([C:16]([F:19])([F:18])[F:17])=[N:14][N:15]=3)[N:12]=2)[CH2:6][CH2:5][NH:4][CH2:3][CH2:2]1.[CH2:20]([O:23][C:24]1[CH:31]=[CH:30][C:27]([CH:28]=O)=[CH:26][CH:25]=1)[CH:21]=[CH2:22], predict the reaction product. The product is: [CH2:20]([O:23][C:24]1[CH:25]=[CH:26][C:27]([CH2:28][N:4]2[CH2:3][CH2:2][N:1]([C:7]3[CH:8]=[CH:9][C:10]4[N:11]([C:13]([C:16]([F:17])([F:18])[F:19])=[N:14][N:15]=4)[N:12]=3)[CH2:6][CH2:5]2)=[CH:30][CH:31]=1)[CH:21]=[CH2:22]. (2) Given the reactants [I:1][C:2]1[C:6]2=[N:7][CH:8]=[CH:9][CH:10]=[C:5]2[NH:4][N:3]=1.[H-].[Na+].[Cl:13][C:14]1[CH:22]=[CH:21][CH:20]=[C:19]([CH:23]2[CH2:26][CH2:25][CH2:24]2)[C:15]=1[C:16](Cl)=[O:17].O, predict the reaction product. The product is: [Cl:13][C:14]1[CH:22]=[CH:21][CH:20]=[C:19]([CH:23]2[CH2:26][CH2:25][CH2:24]2)[C:15]=1[C:16]([N:4]1[C:5]2[C:6](=[N:7][CH:8]=[CH:9][CH:10]=2)[C:2]([I:1])=[N:3]1)=[O:17]. (3) Given the reactants [Cl:1][C:2]1[C:3]([O:12][C:13]2[CH:18]=[C:17]([O:19][CH2:20][CH2:21][O:22][CH3:23])[CH:16]=[CH:15][C:14]=2[CH2:24][CH2:25][CH2:26][NH2:27])=[N:4][CH:5]=[C:6]([C:8]([F:11])([F:10])[F:9])[CH:7]=1.N1C=CC=CC=1.[Cl:34][C:35]1[CH:40]=[CH:39][C:38]([S:41](Cl)(=[O:43])=[O:42])=[CH:37][CH:36]=1.Cl, predict the reaction product. The product is: [Cl:34][C:35]1[CH:40]=[CH:39][C:38]([S:41]([NH:27][CH2:26][CH2:25][CH2:24][C:14]2[CH:15]=[CH:16][C:17]([O:19][CH2:20][CH2:21][O:22][CH3:23])=[CH:18][C:13]=2[O:12][C:3]2[C:2]([Cl:1])=[CH:7][C:6]([C:8]([F:9])([F:11])[F:10])=[CH:5][N:4]=2)(=[O:43])=[O:42])=[CH:37][CH:36]=1. (4) The product is: [F:1][C:2]([F:7])([F:6])[C:3]([OH:5])=[O:4].[CH3:41][N:42]([CH3:43])[CH2:9][CH2:8][N:10]([CH2:12][C:13]1[S:17][CH:16]=[C:15]([C:18]2[CH:19]=[C:20]3[C:24](=[C:25]([C:27]([NH2:29])=[O:28])[CH:26]=2)[NH:23][CH:22]=[C:21]3[CH:30]2[CH2:35][CH2:34][N:33]([S:36]([CH2:39][CH3:40])(=[O:37])=[O:38])[CH2:32][CH2:31]2)[CH:14]=1)[CH3:11]. Given the reactants [F:1][C:2]([F:7])([F:6])[C:3]([OH:5])=[O:4].[CH2:8]([N:10]([CH2:12][C:13]1[S:17][CH:16]=[C:15]([C:18]2[CH:19]=[C:20]3[C:24](=[C:25]([C:27]([NH2:29])=[O:28])[CH:26]=2)[NH:23][CH:22]=[C:21]3[CH:30]2[CH2:35][CH2:34][N:33]([S:36]([CH2:39][CH3:40])(=[O:38])=[O:37])[CH2:32][CH2:31]2)[CH:14]=1)[CH3:11])[CH3:9].[CH3:41][NH:42][CH2:43]C, predict the reaction product. (5) Given the reactants [CH2:1]([O:3][C:4]1[CH:9]=[C:8]([O:10][CH2:11][C:12]2[CH:17]=[CH:16][C:15]([O:18][CH3:19])=[CH:14][CH:13]=2)[N:7]=[CH:6][C:5]=1[C:20]1[CH:25]=[CH:24][C:23]([CH2:26][C:27]([O:29]C)=[O:28])=[C:22]([F:31])[CH:21]=1)[CH3:2].O[Li].O.CC(=O)OCC, predict the reaction product. The product is: [CH2:1]([O:3][C:4]1[CH:9]=[C:8]([O:10][CH2:11][C:12]2[CH:13]=[CH:14][C:15]([O:18][CH3:19])=[CH:16][CH:17]=2)[N:7]=[CH:6][C:5]=1[C:20]1[CH:25]=[CH:24][C:23]([CH2:26][C:27]([OH:29])=[O:28])=[C:22]([F:31])[CH:21]=1)[CH3:2]. (6) Given the reactants [NH2:1][C:2]1[N:11]=[C:10]([C:12]2[CH:17]=[CH:16][CH:15]=[CH:14][C:13]=2[OH:18])[C:9]2[C:4](=[CH:5][CH:6]=[C:7]([NH:19][C:20]([CH2:22][NH2:23])=[O:21])[CH:8]=2)[N:3]=1.Cl[CH2:25][CH2:26][CH2:27][C:28]([NH2:30])=[O:29], predict the reaction product. The product is: [NH2:1][C:2]1[N:11]=[C:10]([C:12]2[CH:17]=[CH:16][CH:15]=[CH:14][C:13]=2[O:18][CH2:25][CH2:26][CH2:27][C:28]([NH2:30])=[O:29])[C:9]2[C:4](=[CH:5][CH:6]=[C:7]([NH:19][C:20]([CH2:22][NH2:23])=[O:21])[CH:8]=2)[N:3]=1.